Predict the reaction yield, written as a fraction of the theoretical maximum amount of product (1.0 means a 100% yield; for example, 0.34 means a 34% yield). From a dataset of Reaction yield outcomes from USPTO patents with 853,638 reactions. (1) The reactants are Cl[C:2]([O:4][CH2:5][C:6]1[CH:11]=[CH:10][CH:9]=[CH:8][CH:7]=1)=[O:3].[CH3:12][O:13][CH:14]([O:17][CH3:18])[CH2:15][NH2:16].[OH-].[Na+]. The catalyst is C1(C)C=CC=CC=1. The product is [CH3:12][O:13][CH:14]([O:17][CH3:18])[CH2:15][NH:16][C:2](=[O:3])[O:4][CH2:5][C:6]1[CH:11]=[CH:10][CH:9]=[CH:8][CH:7]=1. The yield is 0.900. (2) The reactants are [CH2:1]([N:8]1[CH2:13][CH2:12][CH:11]([O:14][C:15]2[CH:22]=[CH:21][C:18]([C:19]#[N:20])=[CH:17][CH:16]=2)[CH2:10][CH2:9]1)[C:2]1[CH:7]=[CH:6][CH:5]=[CH:4][CH:3]=1.C(=O)([O-])[O-:24].[K+].[K+].OO. The catalyst is CS(C)=O. The product is [CH2:1]([N:8]1[CH2:9][CH2:10][CH:11]([O:14][C:15]2[CH:16]=[CH:17][C:18]([C:19]([NH2:20])=[O:24])=[CH:21][CH:22]=2)[CH2:12][CH2:13]1)[C:2]1[CH:3]=[CH:4][CH:5]=[CH:6][CH:7]=1. The yield is 0.730. (3) The reactants are [CH3:1][C:2]([CH3:31])([CH3:30])[CH2:3][CH2:4][NH:5][C:6]([NH:8][C:9]1[CH:14]=[CH:13][C:12]([O:15][C:16]2[C:25]3[C:20](=[CH:21][C:22]([OH:28])=[C:23]([O:26][CH3:27])[CH:24]=3)[N:19]=[CH:18][CH:17]=2)=[CH:11][C:10]=1[F:29])=[O:7].C(=O)([O-])[O-].[K+].[K+].Br[CH2:39][CH2:40][Cl:41]. The catalyst is CN(C)C=O. The product is [Cl:41][CH2:40][CH2:39][O:28][C:22]1[CH:21]=[C:20]2[C:25]([C:16]([O:15][C:12]3[CH:13]=[CH:14][C:9]([NH:8][C:6]([NH:5][CH2:4][CH2:3][C:2]([CH3:31])([CH3:30])[CH3:1])=[O:7])=[C:10]([F:29])[CH:11]=3)=[CH:17][CH:18]=[N:19]2)=[CH:24][C:23]=1[O:26][CH3:27]. The yield is 0.740. (4) The product is [CH2:1]([N:8]1[CH2:15][C:16]2[N:17]=[CH:18][C:19]([N:23]([CH3:27])[CH:24]([CH3:26])[CH3:25])=[N:20][C:21]=2[O:14][C@@H:10]([CH2:11][O:12][CH3:13])[CH2:9]1)[C:2]1[CH:7]=[CH:6][CH:5]=[CH:4][CH:3]=1. The reactants are [CH2:1]([N:8]([CH2:15][C:16]1[C:21](Cl)=[N:20][C:19]([N:23]([CH3:27])[CH:24]([CH3:26])[CH3:25])=[CH:18][N:17]=1)[CH2:9][C@@H:10]([OH:14])[CH2:11][O:12][CH3:13])[C:2]1[CH:7]=[CH:6][CH:5]=[CH:4][CH:3]=1.CC(C)([O-])C.[K+].O. The catalyst is CN(C=O)C. The yield is 0.820. (5) The reactants are [Cl:1][C:2]1[CH:11]=[C:10]([Cl:12])[C:9]([N+:13]([O-])=O)=[CH:8][C:3]=1[C:4]([O:6][CH3:7])=[O:5]. The catalyst is CO.[Pt]. The product is [NH2:13][C:9]1[C:10]([Cl:12])=[CH:11][C:2]([Cl:1])=[C:3]([CH:8]=1)[C:4]([O:6][CH3:7])=[O:5]. The yield is 0.910.